From a dataset of Full USPTO retrosynthesis dataset with 1.9M reactions from patents (1976-2016). Predict the reactants needed to synthesize the given product. (1) Given the product [Br:35][CH2:36][CH2:37][N:10]1[CH:11]=[C:12]([NH:13][C:14]([C:16]2[CH:17]=[N:18][N:19]3[CH:24]=[CH:23][CH:22]=[N:21][C:20]=23)=[O:15])[C:8]([C:6]2[CH:7]=[C:2]([Cl:1])[CH:3]=[CH:4][C:5]=2[O:25][CH:26]([F:28])[F:27])=[N:9]1, predict the reactants needed to synthesize it. The reactants are: [Cl:1][C:2]1[CH:3]=[CH:4][C:5]([O:25][CH:26]([F:28])[F:27])=[C:6]([C:8]2[C:12]([NH:13][C:14]([C:16]3[CH:17]=[N:18][N:19]4[CH:24]=[CH:23][CH:22]=[N:21][C:20]=34)=[O:15])=[CH:11][NH:10][N:9]=2)[CH:7]=1.C([O-])([O-])=O.[Cs+].[Cs+].[Br:35][CH2:36][CH2:37]Br. (2) Given the product [CH3:3][NH:4][C:5]1[N:10]=[C:9]([CH2:11][CH2:12][O:13][C:14]2[CH:38]=[CH:37][C:17]3[CH2:18][C@@H:19]([CH2:32][C:33]([OH:35])=[O:34])[C:20](=[O:31])[N:21]([CH2:23][CH2:24][C:25]4[CH:30]=[CH:29][CH:28]=[CH:27][CH:26]=4)[CH2:22][C:16]=3[CH:15]=2)[CH:8]=[CH:7][CH:6]=1, predict the reactants needed to synthesize it. The reactants are: [Li+].[OH-].[CH3:3][NH:4][C:5]1[N:10]=[C:9]([CH2:11][CH2:12][O:13][C:14]2[CH:38]=[CH:37][C:17]3[CH2:18][C@@H:19]([CH2:32][C:33]([O:35]C)=[O:34])[C:20](=[O:31])[N:21]([CH2:23][CH2:24][C:25]4[CH:30]=[CH:29][CH:28]=[CH:27][CH:26]=4)[CH2:22][C:16]=3[CH:15]=2)[CH:8]=[CH:7][CH:6]=1.